This data is from Reaction yield outcomes from USPTO patents with 853,638 reactions. The task is: Predict the reaction yield, written as a fraction of the theoretical maximum amount of product (1.0 means a 100% yield; for example, 0.34 means a 34% yield). (1) The reactants are [NH2:1][C:2]1[C:3]([NH:19][C:20]2[CH:25]=[CH:24][C:23]([S:26]([NH2:29])(=[O:28])=[O:27])=[CH:22][CH:21]=2)=[N:4][CH:5]=[N:6][C:7]=1[C:8]1[CH:13]=[CH:12][C:11]([C:14]([F:17])([F:16])[F:15])=[CH:10][C:9]=1[F:18].[C:30]1(C)C=CC(S(O)(=O)=O)=CC=1.C(OC)(OC)OC. The catalyst is ClCCCl. The product is [F:18][C:9]1[CH:10]=[C:11]([C:14]([F:16])([F:15])[F:17])[CH:12]=[CH:13][C:8]=1[C:7]1[N:6]=[CH:5][N:4]=[C:3]2[C:2]=1[N:1]=[CH:30][N:19]2[C:20]1[CH:21]=[CH:22][C:23]([S:26]([NH2:29])(=[O:27])=[O:28])=[CH:24][CH:25]=1. The yield is 0.720. (2) The catalyst is CS(C)=O. The reactants are [Br:1][C:2]1[CH:3]=[C:4]2[C:9](=[CH:10][CH:11]=1)[N:8]=[C:7](Cl)[CH:6]=[N:5]2.[C:13]1([C@H:19]([NH2:21])[CH3:20])[CH:18]=[CH:17][CH:16]=[CH:15][CH:14]=1.O. The product is [Br:1][C:2]1[CH:3]=[C:4]2[C:9](=[CH:10][CH:11]=1)[N:8]=[C:7]([NH:21][C@@H:19]([C:13]1[CH:18]=[CH:17][CH:16]=[CH:15][CH:14]=1)[CH3:20])[CH:6]=[N:5]2. The yield is 0.790. (3) The catalyst is CO.[Pd]. The reactants are [CH3:1][O:2][C:3](=[O:14])[C:4]1[CH:9]=[CH:8][CH:7]=[C:6]([N+:10]([O-])=O)[C:5]=1[NH2:13].[H][H]. The yield is 0.880. The product is [CH3:1][O:2][C:3](=[O:14])[C:4]1[CH:9]=[CH:8][CH:7]=[C:6]([NH2:10])[C:5]=1[NH2:13]. (4) The reactants are [CH3:1][O:2][C:3]1[CH:22]=[CH:21][C:6]([CH2:7][O:8][C@H:9]([C@H:11]([CH2:16][CH2:17][CH:18]([CH3:20])[CH3:19])[C@@H:12]([OH:15])[CH:13]=[CH2:14])[CH3:10])=[CH:5][CH:4]=1.[CH3:23][C:24]([O-])(C)[CH3:25].[K+].CC1C=CC(S(OCCC)(=O)=O)=CC=1. The catalyst is C1COCC1.O. The product is [CH3:1][O:2][C:3]1[CH:4]=[CH:5][C:6]([CH2:7][O:8][C@H:9]([C@@H:11]([C@@H:12]([O:15][CH2:23][CH2:24][CH3:25])[CH:13]=[CH2:14])[CH2:16][CH2:17][CH:18]([CH3:19])[CH3:20])[CH3:10])=[CH:21][CH:22]=1. The yield is 0.740.